From a dataset of Reaction yield outcomes from USPTO patents with 853,638 reactions. Predict the reaction yield, written as a fraction of the theoretical maximum amount of product (1.0 means a 100% yield; for example, 0.34 means a 34% yield). The reactants are [NH2:1][C@@H:2]([CH2:33][C:34]1[CH:39]=[CH:38][CH:37]=[CH:36][CH:35]=1)[C@@H:3]([OH:32])[CH2:4][C@H:5]([NH:19][C:20]([C@@H:22]([NH:27][C:28](=[O:31])[O:29][CH3:30])[C:23]([CH3:26])([CH3:25])[CH3:24])=[O:21])[CH2:6][C:7]1[CH:12]=[CH:11][C:10]([C:13]2[CH:18]=[CH:17][CH:16]=[CH:15][N:14]=2)=[CH:9][CH:8]=1.[CH3:40][O:41][C:42]([NH:44][C@@H:45]([C:49]([CH3:52])([CH3:51])[CH3:50])[C:46](O)=[O:47])=[O:43].CCOP(ON1N=NC2C=CC=CC=2C1=O)(OCC)=O.C(N(CC)C(C)C)(C)C. The catalyst is C1COCC1. The product is [CH3:30][O:29][C:28](=[O:31])[NH:27][C@@H:22]([C:23]([CH3:26])([CH3:25])[CH3:24])[C:20](=[O:21])[NH:19][C@H:5]([CH2:6][C:7]1[CH:12]=[CH:11][C:10]([C:13]2[CH:18]=[CH:17][CH:16]=[CH:15][N:14]=2)=[CH:9][CH:8]=1)[CH2:4][C@H:3]([OH:32])[C@H:2]([CH2:33][C:34]1[CH:35]=[CH:36][CH:37]=[CH:38][CH:39]=1)[NH:1][C:46](=[O:47])[C@H:45]([C:49]([CH3:51])([CH3:50])[CH3:52])[NH:44][C:42](=[O:43])[O:41][CH3:40]. The yield is 0.810.